Dataset: Catalyst prediction with 721,799 reactions and 888 catalyst types from USPTO. Task: Predict which catalyst facilitates the given reaction. (1) Reactant: [Cl:1][C:2]1[CH:7]=[CH:6][C:5]([C:8]2[C:16]3[C:11](=[CH:12][CH:13]=[CH:14][C:15]=3[S:17]([CH3:19])=[O:18])[N:10]3[CH2:20][CH2:21][CH2:22][CH:23]([CH2:24][C:25]([O:27]CC)=[O:26])[C:9]=23)=[CH:4][CH:3]=1.C1COCC1.CO.[Li+].[OH-].CC(O)=O. Product: [Cl:1][C:2]1[CH:7]=[CH:6][C:5]([C:8]2[C:16]3[C:11](=[CH:12][CH:13]=[CH:14][C:15]=3[S:17]([CH3:19])=[O:18])[N:10]3[CH2:20][CH2:21][CH2:22][CH:23]([CH2:24][C:25]([OH:27])=[O:26])[C:9]=23)=[CH:4][CH:3]=1. The catalyst class is: 170. (2) Reactant: [I-:1].[K+].II.[Cl:5][C:6]1[CH:12]=[CH:11][C:9]([NH2:10])=[CH:8][CH:7]=1.C(=O)([O-])O.[Na+]. Product: [Cl:5][C:6]1[CH:12]=[CH:11][C:9]([NH2:10])=[C:8]([I:1])[CH:7]=1. The catalyst class is: 6.